This data is from Reaction yield outcomes from USPTO patents with 853,638 reactions. The task is: Predict the reaction yield, written as a fraction of the theoretical maximum amount of product (1.0 means a 100% yield; for example, 0.34 means a 34% yield). (1) The product is [N+:8]([C:5]1[CH:6]=[CH:7][C:2]([N:11]2[CH2:16][CH2:15][O:14][CH2:13][CH2:12]2)=[CH:3][CH:4]=1)([O-:10])=[O:9]. The yield is 0.660. The catalyst is CS(C)=O. The reactants are F[C:2]1[CH:7]=[CH:6][C:5]([N+:8]([O-:10])=[O:9])=[CH:4][CH:3]=1.[NH:11]1[CH2:16][CH2:15][O:14][CH2:13][CH2:12]1.C([O-])([O-])=O.[K+].[K+]. (2) The reactants are [CH2:1]([S:3][C:4]1[N:12]=[C:11]2[C:7]([N:8]=[CH:9][N:10]2[C@@H:13]2[O:25][C@H:24]([CH2:26][O:27]C(=O)C)[C@@H:19]([O:20]C(=O)C)[C@H:14]2[O:15]C(=O)C)=[C:6](Cl)[N:5]=1)[CH3:2].[CH:32]1([NH2:38])[CH2:37][CH2:36][CH2:35][CH2:34][CH2:33]1. No catalyst specified. The product is [CH2:1]([S:3][C:4]1[N:12]=[C:11]2[C:7]([N:8]=[CH:9][N:10]2[C@@H:13]2[O:25][C@H:24]([CH2:26][OH:27])[C@@H:19]([OH:20])[C@H:14]2[OH:15])=[C:6]([NH:38][CH:32]2[CH2:37][CH2:36][CH2:35][CH2:34][CH2:33]2)[N:5]=1)[CH3:2]. The yield is 0.800. (3) The reactants are C(OCC)C.[C:6]([C:10]1[CH:15]=[CH:14][C:13]([Mg]Br)=[CH:12][CH:11]=1)([CH3:9])([CH3:8])[CH3:7].[CH:18]([C:21]1[CH:22]=[C:23]2[C:28](=[CH:29][CH:30]=1)[N:27]=[CH:26][CH:25]=[CH:24]2)([CH3:20])[CH3:19]. The catalyst is O1CCCC1. The product is [C:6]([C:10]1[CH:15]=[CH:14][C:13]([C:26]2[CH:25]=[CH:24][C:23]3[C:28](=[CH:29][CH:30]=[C:21]([CH:18]([CH3:20])[CH3:19])[CH:22]=3)[N:27]=2)=[CH:12][CH:11]=1)([CH3:9])([CH3:8])[CH3:7]. The yield is 0.400. (4) The reactants are [C:1]([C:4]1[CH:9]=[CH:8][C:7]([S:10]([NH:13][C:14]2[CH:19]=[CH:18][C:17]([Cl:20])=[CH:16][C:15]=2[N:21]2[C:29]3[C:24](=[N:25][CH:26]=[CH:27][CH:28]=3)[N:23]=[N:22]2)(=[O:12])=[O:11])=[CH:6][CH:5]=1)(=[O:3])[CH3:2].[BH4-].[Na+]. The catalyst is CO.CCOC(C)=O. The product is [Cl:20][C:17]1[CH:18]=[CH:19][C:14]([NH:13][S:10]([C:7]2[CH:6]=[CH:5][C:4]([CH:1]([OH:3])[CH3:2])=[CH:9][CH:8]=2)(=[O:12])=[O:11])=[C:15]([N:21]2[C:29]3[C:24](=[N:25][CH:26]=[CH:27][CH:28]=3)[N:23]=[N:22]2)[CH:16]=1. The yield is 0.840. (5) The reactants are N[C:2]1[CH:3]=[C:4]([C:8](=[O:10])[CH3:9])[CH:5]=[CH:6][CH:7]=1.N([O-])=O.[Na+].O(CC)C([S-])=[S:17].[K+].[OH-].[K+]. The catalyst is Cl.O.C(O)C. The product is [SH:17][C:2]1[CH:3]=[C:4]([C:8](=[O:10])[CH3:9])[CH:5]=[CH:6][CH:7]=1. The yield is 0.540. (6) The reactants are [CH3:1][O:2][C:3]1[C:9]([O:10][CH3:11])=[CH:8][CH:7]=[CH:6][C:4]=1[NH2:5].C(O[CH:15]=[C:16]([C:22]([O:24][CH2:25][CH3:26])=[O:23])[C:17]([O:19][CH2:20][CH3:21])=[O:18])C. The yield is 0.900. The catalyst is C(O)C. The product is [CH3:1][O:2][C:3]1[C:9]([O:10][CH3:11])=[CH:8][CH:7]=[CH:6][C:4]=1[NH:5][CH:15]=[C:16]([C:17]([O:19][CH2:20][CH3:21])=[O:18])[C:22]([O:24][CH2:25][CH3:26])=[O:23]. (7) The product is [C:27]([N:30]1[CH2:31][CH2:32][CH:33]([C:36]([N:14]2[CH2:15][CH2:16][C@@H:11]([N:9]([CH3:10])[C:7](=[O:8])[C:6]3[CH:5]=[CH:4][C:3]([Cl:2])=[CH:26][CH:25]=3)[C@H:12]([C:17]3[CH:22]=[CH:21][C:20]([Cl:23])=[C:19]([Cl:24])[CH:18]=3)[CH2:13]2)=[O:37])[CH2:34][CH2:35]1)(=[O:29])[CH3:28]. The yield is 0.440. The reactants are Cl.[Cl:2][C:3]1[CH:26]=[CH:25][C:6]([C:7]([N:9]([C@@H:11]2[CH2:16][CH2:15][NH:14][CH2:13][C@H:12]2[C:17]2[CH:22]=[CH:21][C:20]([Cl:23])=[C:19]([Cl:24])[CH:18]=2)[CH3:10])=[O:8])=[CH:5][CH:4]=1.[C:27]([N:30]1[CH2:35][CH2:34][CH:33]([C:36](O)=[O:37])[CH2:32][CH2:31]1)(=[O:29])[CH3:28].CCN=C=NCCCN(C)C.Cl.C1C=CC2N(O)N=NC=2C=1. The catalyst is C(#N)C.O.C(N(CC)CC)C. (8) The yield is 0.550. The reactants are [NH2:1][C@@H:2]1[C:11]2[C:6](=[CH:7][CH:8]=[CH:9][CH:10]=2)[C@H:5]([OH:12])[CH2:4][CH2:3]1.[H-].[Na+].F[C:16]1[CH:17]=[CH:18][C:19]2[N:20]([C:22]([N:25]3[CH2:31][CH2:30][CH2:29][CH2:28][CH2:27][CH2:26]3)=[N:23][N:24]=2)[CH:21]=1. The product is [N:25]1([C:22]2[N:20]3[CH:21]=[C:16]([O:12][C@H:5]4[C:6]5[C:11](=[CH:10][CH:9]=[CH:8][CH:7]=5)[C@@H:2]([NH2:1])[CH2:3][CH2:4]4)[CH:17]=[CH:18][C:19]3=[N:24][N:23]=2)[CH2:26][CH2:27][CH2:28][CH2:29][CH2:30][CH2:31]1. The catalyst is CN(C=O)C.O. (9) The reactants are [C:1]([C:4]1[CH:36]=[CH:35][C:7]2[NH:8][C:9]([C:11]3[CH:12]=[C:13]([CH:27]([CH2:31][C:32]([OH:34])=[O:33])[C:28]([OH:30])=[O:29])[CH:14]=[C:15]([C:18]4[CH:23]=[C:22]([C:24]#[N:25])[CH:21]=[CH:20][C:19]=4[OH:26])[C:16]=3[OH:17])=[N:10][C:6]=2[CH:5]=1)(=[NH:3])[NH2:2].[H][H]. The catalyst is O.Cl.[OH-].[OH-].[Pd+2]. The product is [NH2:25][CH2:24][C:22]1[CH:21]=[CH:20][C:19]([OH:26])=[C:18]([C:15]2[C:16]([OH:17])=[C:11]([C:9]3[NH:8][C:7]4[CH:35]=[CH:36][C:4]([C:1](=[NH:2])[NH2:3])=[CH:5][C:6]=4[N:10]=3)[CH:12]=[C:13]([CH:27]([CH2:31][C:32]([OH:34])=[O:33])[C:28]([OH:30])=[O:29])[CH:14]=2)[CH:23]=1. The yield is 0.220. (10) The reactants are [OH:1][C:2]1[C:11]2[C:6](=[CH:7][CH:8]=[CH:9][CH:10]=2)[CH:5]=[CH:4][C:3]=1[C:12]([OH:14])=O.C(N(C(C)C)C(C)C)C.CN(C(ON1N=NC2C=CC=CC1=2)=[N+](C)C)C.F[P-](F)(F)(F)(F)F.[C:48]([O:52][C:53]([NH:55][C@@H:56]1[CH2:61][C@H:60]([NH:62][C:63]([O:65][C:66]([CH3:69])([CH3:68])[CH3:67])=[O:64])[CH2:59][N:58]([C:70]2[CH:75]=[C:74]([N:76]3[CH2:81][C@@H:80]([NH:82][C:83]([O:85][C:86]([CH3:89])([CH3:88])[CH3:87])=[O:84])[CH2:79][C@@H:78]([NH:90][C:91]([O:93][C:94]([CH3:97])([CH3:96])[CH3:95])=[O:92])[CH2:77]3)[N:73]=[C:72]([NH:98][C:99]3[CH:104]=[CH:103][C:102]([NH2:105])=[CH:101][CH:100]=3)[CH:71]=2)[CH2:57]1)=[O:54])([CH3:51])([CH3:50])[CH3:49]. The catalyst is CC(N(C)C)=O.CCOC(C)=O. The product is [C:48]([O:52][C:53]([NH:55][C@@H:56]1[CH2:61][C@H:60]([NH:62][C:63]([O:65][C:66]([CH3:67])([CH3:68])[CH3:69])=[O:64])[CH2:59][N:58]([C:70]2[CH:75]=[C:74]([N:76]3[CH2:77][C@@H:78]([NH:90][C:91]([O:93][C:94]([CH3:97])([CH3:96])[CH3:95])=[O:92])[CH2:79][C@@H:80]([NH:82][C:83]([O:85][C:86]([CH3:89])([CH3:88])[CH3:87])=[O:84])[CH2:81]3)[N:73]=[C:72]([NH:98][C:99]3[CH:104]=[CH:103][C:102]([NH:105][C:12]([C:3]4[CH:4]=[CH:5][C:6]5[C:11](=[CH:10][CH:9]=[CH:8][CH:7]=5)[C:2]=4[OH:1])=[O:14])=[CH:101][CH:100]=3)[CH:71]=2)[CH2:57]1)=[O:54])([CH3:49])([CH3:50])[CH3:51]. The yield is 0.640.